This data is from Forward reaction prediction with 1.9M reactions from USPTO patents (1976-2016). The task is: Predict the product of the given reaction. Given the reactants [N:1]1([C:7]2[O:8][C:9]3[C:14]([C:15](=[O:17])[CH:16]=2)=[CH:13][CH:12]=[CH:11][C:10]=3B2OC(C)(C)C(C)(C)O2)[CH2:6][CH2:5][O:4][CH2:3][CH2:2]1.C1(C)C=CC=CC=1.Br[C:35]1[S:36][C:37]([Br:40])=[CH:38][N:39]=1.C(=O)([O-])[O-].[K+].[K+], predict the reaction product. The product is: [Br:40][C:37]1[S:36][C:35]([C:10]2[CH:11]=[CH:12][CH:13]=[C:14]3[C:9]=2[O:8][C:7]([N:1]2[CH2:2][CH2:3][O:4][CH2:5][CH2:6]2)=[CH:16][C:15]3=[O:17])=[N:39][CH:38]=1.